This data is from NCI-60 drug combinations with 297,098 pairs across 59 cell lines. The task is: Regression. Given two drug SMILES strings and cell line genomic features, predict the synergy score measuring deviation from expected non-interaction effect. (1) Drug 1: C#CCC(CC1=CN=C2C(=N1)C(=NC(=N2)N)N)C3=CC=C(C=C3)C(=O)NC(CCC(=O)O)C(=O)O. Drug 2: CCC1(C2=C(COC1=O)C(=O)N3CC4=CC5=C(C=CC(=C5CN(C)C)O)N=C4C3=C2)O.Cl. Cell line: SF-268. Synergy scores: CSS=22.5, Synergy_ZIP=-2.16, Synergy_Bliss=0.707, Synergy_Loewe=-2.95, Synergy_HSA=-2.83. (2) Drug 1: C1=CC(=CC=C1CCC2=CNC3=C2C(=O)NC(=N3)N)C(=O)NC(CCC(=O)O)C(=O)O. Drug 2: C1CN(CCN1C(=O)CCBr)C(=O)CCBr. Cell line: NCI-H226. Synergy scores: CSS=17.4, Synergy_ZIP=-3.47, Synergy_Bliss=-1.14, Synergy_Loewe=2.32, Synergy_HSA=2.74. (3) Drug 1: CC1=CC2C(CCC3(C2CCC3(C(=O)C)OC(=O)C)C)C4(C1=CC(=O)CC4)C. Drug 2: CC1=C(C(=O)C2=C(C1=O)N3CC4C(C3(C2COC(=O)N)OC)N4)N. Cell line: SF-295. Synergy scores: CSS=48.7, Synergy_ZIP=-2.03, Synergy_Bliss=-3.50, Synergy_Loewe=-63.9, Synergy_HSA=-5.42. (4) Drug 1: C1=CC=C(C=C1)NC(=O)CCCCCCC(=O)NO. Drug 2: CC(C)CN1C=NC2=C1C3=CC=CC=C3N=C2N. Cell line: MDA-MB-231. Synergy scores: CSS=0.435, Synergy_ZIP=-0.867, Synergy_Bliss=1.76, Synergy_Loewe=-0.891, Synergy_HSA=-1.01. (5) Drug 1: CC=C1C(=O)NC(C(=O)OC2CC(=O)NC(C(=O)NC(CSSCCC=C2)C(=O)N1)C(C)C)C(C)C. Drug 2: CC(C)NC(=O)C1=CC=C(C=C1)CNNC.Cl. Cell line: SF-295. Synergy scores: CSS=42.5, Synergy_ZIP=1.01, Synergy_Bliss=-1.39, Synergy_Loewe=-41.6, Synergy_HSA=-3.28.